From a dataset of Forward reaction prediction with 1.9M reactions from USPTO patents (1976-2016). Predict the product of the given reaction. (1) The product is: [CH3:24][N:8]([S:9]([C:12]1[CH:13]=[CH:14][C:15]([O:18][CH2:19][CH:20]=[C:21]=[CH:22][CH3:23])=[CH:16][CH:17]=1)(=[O:10])=[O:11])[C@H:3]([C:4]([OH:6])=[O:5])[CH:2]([CH3:25])[CH3:1]. Given the reactants [CH3:1][CH:2]([CH3:25])[CH:3]([N:8]([CH3:24])[S:9]([C:12]1[CH:17]=[CH:16][C:15]([O:18][CH2:19][CH:20]=[C:21]=[CH:22][CH3:23])=[CH:14][CH:13]=1)(=[O:11])=[O:10])[C:4]([O:6]C)=[O:5].[OH-].[Li+].O, predict the reaction product. (2) Given the reactants [C:1]12([CH2:11][C:12]([NH:14][C:15]3[C:24]([Cl:25])=[CH:23][CH:22]=[C:21]4[C:16]=3[CH:17]=[CH:18][C:19](Cl)=[N:20]4)=[O:13])[CH2:10][CH:5]3[CH2:6][CH:7]([CH2:9][CH:3]([CH2:4]3)[CH2:2]1)[CH2:8]2.[CH2:27]([Sn](CCCC)(CCCC)C=C)[CH2:28]CC.C(C1C=C(C)C=C(C(C)(C)C)C=1O)(C)(C)C, predict the reaction product. The product is: [C:1]12([CH2:11][C:12]([NH:14][C:15]3[C:24]([Cl:25])=[CH:23][CH:22]=[C:21]4[C:16]=3[CH:17]=[CH:18][C:19]([CH:27]=[CH2:28])=[N:20]4)=[O:13])[CH2:10][CH:5]3[CH2:4][CH:3]([CH2:9][CH:7]([CH2:6]3)[CH2:8]1)[CH2:2]2. (3) Given the reactants [CH3:1][O:2][C:3]1[CH:8]=[C:7]([C:9]#[N:10])[N:6]=[C:5]([C:11]2[CH:16]=[CH:15][CH:14]=[CH:13][N:12]=2)[CH:4]=1, predict the reaction product. The product is: [CH3:1][O:2][C:3]1[CH:8]=[C:7]([CH2:9][NH2:10])[N:6]=[C:5]([C:11]2[CH:16]=[CH:15][CH:14]=[CH:13][N:12]=2)[CH:4]=1. (4) Given the reactants N(CCCCCCCCCC(O)=[O:14])=[N+]=[N-].[N:16]([CH2:19][CH2:20][CH2:21][CH2:22][CH2:23][CH2:24][CH2:25][CH2:26][CH2:27][CH2:28][CH2:29][CH2:30][OH:31])=[N+:17]=[N-:18].C[N+]1([O-])CCOCC1, predict the reaction product. The product is: [N:16]([CH2:19][CH2:20][CH2:21][CH2:22][CH2:23][CH2:24][CH2:25][CH2:26][CH2:27][CH2:28][CH2:29][C:30]([OH:14])=[O:31])=[N+:17]=[N-:18]. (5) Given the reactants Cl[C:2]1[C:7]([N+:8]([O-:10])=[O:9])=[CH:6][CH:5]=[CH:4][N:3]=1.[NH2:11][C:12]1[CH:13]=[C:14]([CH:19]=[C:20]([NH2:22])[CH:21]=1)[C:15]([O:17][CH3:18])=[O:16].C(=O)([O-])[O-].[K+].[K+], predict the reaction product. The product is: [NH2:11][C:12]1[CH:21]=[C:20]([NH:22][C:2]2[C:7]([N+:8]([O-:10])=[O:9])=[CH:6][CH:5]=[CH:4][N:3]=2)[CH:19]=[C:14]([C:15]([O:17][CH3:18])=[O:16])[CH:13]=1. (6) Given the reactants [CH:1]1([CH2:6][CH:7]([C:11]2[CH:16]=[CH:15][C:14]([S:17][CH3:18])=[CH:13][CH:12]=2)[C:8]([OH:10])=O)[CH2:5][CH2:4][CH2:3][CH2:2]1.C1(P(C2C=CC=CC=2)C2C=CC=CC=2)C=CC=CC=1.BrN1C(=O)CCC1=O.[NH2:46][C:47]1[CH:52]=[CH:51][CH:50]=[CH:49][N:48]=1, predict the reaction product. The product is: [CH:1]1([CH2:6][CH:7]([C:11]2[CH:16]=[CH:15][C:14]([S:17][CH3:18])=[CH:13][CH:12]=2)[C:8]([NH:46][C:47]2[CH:52]=[CH:51][CH:50]=[CH:49][N:48]=2)=[O:10])[CH2:2][CH2:3][CH2:4][CH2:5]1.